This data is from NCI-60 drug combinations with 297,098 pairs across 59 cell lines. The task is: Regression. Given two drug SMILES strings and cell line genomic features, predict the synergy score measuring deviation from expected non-interaction effect. (1) Drug 2: CC1C(C(CC(O1)OC2CC(CC3=C2C(=C4C(=C3O)C(=O)C5=C(C4=O)C(=CC=C5)OC)O)(C(=O)C)O)N)O.Cl. Drug 1: CNC(=O)C1=CC=CC=C1SC2=CC3=C(C=C2)C(=NN3)C=CC4=CC=CC=N4. Synergy scores: CSS=43.2, Synergy_ZIP=17.3, Synergy_Bliss=18.6, Synergy_Loewe=6.07, Synergy_HSA=18.5. Cell line: SNB-75. (2) Drug 1: C1=CC(=C2C(=C1NCCNCCO)C(=O)C3=C(C=CC(=C3C2=O)O)O)NCCNCCO. Drug 2: CC1=CC2C(CCC3(C2CCC3(C(=O)C)OC(=O)C)C)C4(C1=CC(=O)CC4)C. Cell line: HCC-2998. Synergy scores: CSS=18.3, Synergy_ZIP=-2.78, Synergy_Bliss=-3.25, Synergy_Loewe=-35.3, Synergy_HSA=-5.43.